Dataset: Forward reaction prediction with 1.9M reactions from USPTO patents (1976-2016). Task: Predict the product of the given reaction. Given the reactants N#N.[Cl:3][C:4]1[CH:27]=[CH:26][CH:25]=[CH:24][C:5]=1[CH2:6][O:7][C:8](=[O:23])[NH:9][C:10]1[CH:11]=[N:12][N:13]([CH2:15][C:16]2[O:17][C:18]([CH2:21][OH:22])=[CH:19][CH:20]=2)[CH:14]=1, predict the reaction product. The product is: [Cl:3][C:4]1[CH:27]=[CH:26][CH:25]=[CH:24][C:5]=1[CH2:6][O:7][C:8](=[O:23])[NH:9][C:10]1[CH:11]=[N:12][N:13]([CH2:15][C:16]2[O:17][C:18]([CH:21]=[O:22])=[CH:19][CH:20]=2)[CH:14]=1.